From a dataset of Full USPTO retrosynthesis dataset with 1.9M reactions from patents (1976-2016). Predict the reactants needed to synthesize the given product. (1) Given the product [N:15]1[CH:16]=[CH:17][CH:18]=[CH:19][C:14]=1[CH2:13][S:1][C:2]1[CH:7]=[CH:6][C:5]([C:8]([OH:10])=[O:9])=[CH:4][CH:3]=1, predict the reactants needed to synthesize it. The reactants are: [SH:1][C:2]1[CH:7]=[CH:6][C:5]([C:8]([OH:10])=[O:9])=[CH:4][CH:3]=1.Cl.Cl[CH2:13][C:14]1[CH:19]=[CH:18][CH:17]=[CH:16][N:15]=1.C(=O)([O-])[O-].[K+].[K+]. (2) Given the product [NH2:33][C:32]1[N:23]([CH:20]2[CH2:21][CH2:22][O:17][CH2:18][CH2:19]2)[N:24]=[C:27]([CH3:28])[C:29]=1[C:30]#[N:31], predict the reactants needed to synthesize it. The reactants are: NC1N(C2C=CC=CC=2OC)N=CC=1C#N.[O:17]1[CH2:22][CH2:21][CH:20]([NH:23][NH2:24])[CH2:19][CH2:18]1.CO[C:27](=[C:29]([C:32]#[N:33])[C:30]#[N:31])[CH3:28]. (3) Given the product [Cl:14][C:15]1[NH:16][C:17]([N:11]2[CH2:12][CH2:13][N:8]([C:4]3[CH:5]=[CH:6][CH:7]=[C:2]([Cl:1])[CH:3]=3)[CH2:9][CH2:10]2)=[C:18]2[C:22]([N:23]=1)=[N:21][CH:20]=[N:19]2, predict the reactants needed to synthesize it. The reactants are: [Cl:1][C:2]1[CH:3]=[C:4]([N:8]2[CH2:13][CH2:12][NH:11][CH2:10][CH2:9]2)[CH:5]=[CH:6][CH:7]=1.[Cl:14][C:15]1[NH:16][C:17](Cl)=[C:18]2[C:22]([N:23]=1)=[N:21][CH:20]=[N:19]2. (4) Given the product [CH3:34][N:21]([C@@H:22]([C:30](=[O:33])[NH:31][CH3:32])[CH2:23][C:24]1[CH:25]=[CH:26][CH:27]=[CH:28][CH:29]=1)[C:20](=[O:35])[C@H:8]([NH:7][CH3:6])[CH2:9][C:10]1[C:19]2[C:14](=[CH:15][CH:16]=[CH:17][CH:18]=2)[CH:13]=[CH:12][CH:11]=1, predict the reactants needed to synthesize it. The reactants are: C(O[C:6](=O)[N:7](C)[C@@H:8]([C:20](=[O:35])[N:21]([CH3:34])[C@@H:22]([C:30](=[O:33])[NH:31][CH3:32])[CH2:23][C:24]1[CH:29]=[CH:28][CH:27]=[CH:26][CH:25]=1)[CH2:9][C:10]1[C:19]2[C:14](=[CH:15][CH:16]=[CH:17][CH:18]=2)[CH:13]=[CH:12][CH:11]=1)(C)(C)C.FC(F)(F)C(O)=O.O.C(=O)([O-])O.[Na+]. (5) Given the product [Cl:1][C:2]1[CH:7]=[CH:6][C:5]([S:8]([CH:11]([C:24]2[CH:29]=[C:28]([F:30])[CH:27]=[CH:26][C:25]=2[F:31])[C:12]2[N:17]=[CH:16][C:15]([CH2:18][CH2:19][C:20]([OH:22])=[O:21])=[CH:14][CH:13]=2)(=[O:10])=[O:9])=[CH:4][CH:3]=1, predict the reactants needed to synthesize it. The reactants are: [Cl:1][C:2]1[CH:7]=[CH:6][C:5]([S:8]([CH:11]([C:24]2[CH:29]=[C:28]([F:30])[CH:27]=[CH:26][C:25]=2[F:31])[C:12]2[N:17]=[CH:16][C:15]([CH2:18][CH2:19][C:20]([O:22]C)=[O:21])=[CH:14][CH:13]=2)(=[O:10])=[O:9])=[CH:4][CH:3]=1.[OH-].[Li+].S(=O)(=O)(O)[O-].[Na+]. (6) Given the product [F:18][C:15]1[CH:16]=[CH:17][C:12]([CH2:11][N:8]2[C:7](=[O:19])[C:6]3[N:20]=[C:2]([C:38]4[C:39]([N:41]([CH3:46])[S:42]([CH3:45])(=[O:44])=[O:43])=[CH:40][C:30]5[O:29][C:28]([C:25]6[CH:26]=[CH:27][C:22]([F:21])=[CH:23][CH:24]=6)=[C:32]([C:33]([NH:35][CH3:36])=[O:34])[C:31]=5[CH:37]=4)[CH:3]=[CH:4][C:5]=3[O:10][CH2:9]2)=[CH:13][CH:14]=1, predict the reactants needed to synthesize it. The reactants are: Br[C:2]1[CH:3]=[CH:4][C:5]2[O:10][CH2:9][N:8]([CH2:11][C:12]3[CH:17]=[CH:16][C:15]([F:18])=[CH:14][CH:13]=3)[C:7](=[O:19])[C:6]=2[N:20]=1.[F:21][C:22]1[CH:27]=[CH:26][C:25]([C:28]2[O:29][C:30]3[CH:40]=[C:39]([N:41]([CH3:46])[S:42]([CH3:45])(=[O:44])=[O:43])[C:38](B4OC(C)(C)C(C)(C)O4)=[CH:37][C:31]=3[C:32]=2[C:33]([NH:35][CH3:36])=[O:34])=[CH:24][CH:23]=1.CC(C1C=C(C(C)C)C(C2C=CC=CC=2P(C2CCCCC2)C2CCCCC2)=C(C(C)C)C=1)C.